From a dataset of Forward reaction prediction with 1.9M reactions from USPTO patents (1976-2016). Predict the product of the given reaction. (1) The product is: [CH3:18][C:13]1[N:12]([C:7]2[C:8]([F:11])=[C:9]([F:10])[C:4]([C:3]([OH:21])=[O:2])=[C:5]([F:20])[C:6]=2[F:19])[C:16]([CH3:17])=[CH:15][CH:14]=1. Given the reactants C[O:2][C:3](=[O:21])[C:4]1[C:9]([F:10])=[C:8]([F:11])[C:7]([N:12]2[C:16]([CH3:17])=[CH:15][CH:14]=[C:13]2[CH3:18])=[C:6]([F:19])[C:5]=1[F:20].[OH-].[Na+], predict the reaction product. (2) The product is: [Br:27][C:15]1[C:14]2[C:18](=[CH:19][C:8]([C:3]3[CH:4]=[CH:5][CH:6]=[CH:7][C:2]=3[Cl:1])=[C:9]3[C:13]=2[C:12](=[O:25])[NH:11][C:10]3=[O:26])[N:17]([CH2:20][CH2:21][CH2:22][O:23][CH3:24])[CH:16]=1. Given the reactants [Cl:1][C:2]1[CH:7]=[CH:6][CH:5]=[CH:4][C:3]=1[C:8]1[CH:19]=[C:18]2[C:14]([CH:15]=[CH:16][N:17]2[CH2:20][CH2:21][CH2:22][O:23][CH3:24])=[C:13]2[C:9]=1[C:10](=[O:26])[NH:11][C:12]2=[O:25].[Br:27]Br.C(Cl)(Cl)Cl.C(=O)=O.S([O-])([O-])(=O)=S.[Na+].[Na+], predict the reaction product.